This data is from Forward reaction prediction with 1.9M reactions from USPTO patents (1976-2016). The task is: Predict the product of the given reaction. Given the reactants [CH2:1]([S:8]([N:11]1[CH:15]=[CH:14][C:13]([N+:16]([O-])=O)=[CH:12]1)(=[O:10])=[O:9])[C:2]1[CH:7]=[CH:6][CH:5]=[CH:4][CH:3]=1.[H][H], predict the reaction product. The product is: [CH2:1]([S:8]([N:11]1[CH:15]=[CH:14][C:13]([NH2:16])=[CH:12]1)(=[O:10])=[O:9])[C:2]1[CH:7]=[CH:6][CH:5]=[CH:4][CH:3]=1.